This data is from Full USPTO retrosynthesis dataset with 1.9M reactions from patents (1976-2016). The task is: Predict the reactants needed to synthesize the given product. (1) Given the product [NH2:1][C:4]1[CH:5]=[C:6]([C:21]2[CH:26]=[CH:25][CH:24]=[CH:23][C:22]=2[C:27]([F:30])([F:28])[F:29])[CH:7]=[CH:8][C:9]=1[NH:10][C:11](=[O:20])/[CH:12]=[CH:13]/[CH:14]1[CH2:15][CH2:16][O:17][CH2:18][CH2:19]1, predict the reactants needed to synthesize it. The reactants are: [N+:1]([C:4]1[CH:5]=[C:6]([C:21]2[CH:26]=[CH:25][CH:24]=[CH:23][C:22]=2[C:27]([F:30])([F:29])[F:28])[CH:7]=[CH:8][C:9]=1[NH:10][C:11](=[O:20])/[CH:12]=[CH:13]/[CH:14]1[CH2:19][CH2:18][O:17][CH2:16][CH2:15]1)([O-])=O.[NH4+].[Cl-].C([O-])(O)=O.[Na+]. (2) Given the product [C:1]([O:4][C@H:5]1[C@H:10]([O:11][C:12](=[O:14])[CH3:13])[C@@H:9]([O:15][C:16](=[O:18])[CH3:17])[C@H:8]([C:19]2[CH:24]=[CH:23][C:22]([Cl:25])=[C:21]([CH2:26][C:27]3[CH:28]=[CH:29][C:30]([C:33](=[N:51][O:50][CH2:48][CH3:49])[CH3:34])=[CH:31][CH:32]=3)[CH:20]=2)[O:7][C@@H:6]1[CH2:36][O:37][C:38](=[O:40])[CH3:39])(=[O:3])[CH3:2], predict the reactants needed to synthesize it. The reactants are: [C:1]([O:4][C@H:5]1[C@H:10]([O:11][C:12](=[O:14])[CH3:13])[C@@H:9]([O:15][C:16](=[O:18])[CH3:17])[C@H:8]([C:19]2[CH:24]=[CH:23][C:22]([Cl:25])=[C:21]([CH2:26][C:27]3[CH:32]=[CH:31][C:30]([C:33](=O)[CH3:34])=[CH:29][CH:28]=3)[CH:20]=2)[O:7][C@@H:6]1[CH2:36][O:37][C:38](=[O:40])[CH3:39])(=[O:3])[CH3:2].N1C=CC=CC=1.Cl.[CH2:48]([O:50][NH2:51])[CH3:49]. (3) Given the product [Br:1][C:2]1[C:14](=[O:15])[N:13]([CH:16]2[CH2:19][CH2:18][CH2:17]2)[C:5]2[N:6]=[C:7]([S:11][CH3:12])[N:8]=[C:9]([CH3:10])[C:4]=2[CH:3]=1.[Br:1][C:2]1[C:14]([O:15][CH:37]2[CH2:38][CH2:39][CH2:34]2)=[N:13][C:5]2[N:6]=[C:7]([S:11][CH3:12])[N:8]=[C:9]([CH3:10])[C:4]=2[CH:3]=1, predict the reactants needed to synthesize it. The reactants are: [Br:1][C:2]1[C:14](=[O:15])[NH:13][C:5]2[N:6]=[C:7]([S:11][CH3:12])[N:8]=[C:9]([CH3:10])[C:4]=2[CH:3]=1.[CH:16]1(O)[CH2:19][CH2:18][CH2:17]1.[C:38]1(P([C:34]2[CH:39]=[CH:38][CH:37]=CC=2)[C:38]2[CH:37]=CC=[CH:34][CH:39]=2)[CH:37]=CC=[CH:34][CH:39]=1.CCOC(/N=N/C(OCC)=O)=O. (4) Given the product [Cl:1][C:2]1[CH:3]=[C:4]([CH:19]=[CH:20][C:21]=1[O:22][CH3:23])[CH2:5][NH:6][C:7]1[C:12]([C:13]([O:58][CH2:57][CH2:56][O:55][CH2:48][C:49]2[CH:54]=[CH:53][CH:52]=[CH:51][CH:50]=2)=[O:14])=[C:11]([Cl:16])[N:10]=[C:9]([S:17][CH3:18])[N:8]=1, predict the reactants needed to synthesize it. The reactants are: [Cl:1][C:2]1[CH:3]=[C:4]([CH:19]=[CH:20][C:21]=1[O:22][CH3:23])[CH2:5][NH:6][C:7]1[C:12]([C:13](Cl)=[O:14])=[C:11]([Cl:16])[N:10]=[C:9]([S:17][CH3:18])[N:8]=1.CSC1N=C(NCC2C=CC(OC)=C(Cl)C=2)C(C(OCC)=O)=CN=1.[CH2:48]([O:55][CH2:56][CH2:57][OH:58])[C:49]1[CH:54]=[CH:53][CH:52]=[CH:51][CH:50]=1.C(=O)([O-])O.[Na+]. (5) Given the product [CH2:18]([O:25][C:26]1[CH:31]=[C:30]([CH:2]2[CH2:5][C:4]3([CH2:10][CH2:9][N:8]([C:11]([O:13][C:14]([CH3:17])([CH3:16])[CH3:15])=[O:12])[CH2:7][CH2:6]3)[CH2:3]2)[CH:29]=[CH:28][CH:27]=1)[C:19]1[CH:24]=[CH:23][CH:22]=[CH:21][CH:20]=1, predict the reactants needed to synthesize it. The reactants are: O=[C:2]1[CH2:5][C:4]2([CH2:10][CH2:9][N:8]([C:11]([O:13][C:14]([CH3:17])([CH3:16])[CH3:15])=[O:12])[CH2:7][CH2:6]2)[CH2:3]1.[CH2:18]([O:25][C:26]1[CH:27]=[C:28]([Mg]Br)[CH:29]=[CH:30][CH:31]=1)[C:19]1[CH:24]=[CH:23][CH:22]=[CH:21][CH:20]=1.C([SiH](CC)CC)C.B(F)(F)F.CCOCC.FC(F)(F)C(O)=O.C(OC(OC(C)(C)C)=O)(OC(C)(C)C)=O.C(N(CC)CC)C. (6) Given the product [OH:34][N:33]=[C:8]([C:6]1[CH:5]=[CH:4][N:3]=[C:2]([CH3:1])[CH:7]=1)[CH2:9][CH:10]([C:18]1[CH:23]=[CH:22][C:21]([C:24]#[C:25][CH2:26][CH2:27][C:28]([OH:30])=[O:29])=[CH:20][CH:19]=1)[C:11]1[CH:16]=[CH:15][CH:14]=[CH:13][C:12]=1[CH3:17], predict the reactants needed to synthesize it. The reactants are: [CH3:1][C:2]1[CH:7]=[C:6]([C:8](=O)[CH2:9][CH:10]([C:18]2[CH:23]=[CH:22][C:21]([C:24]#[C:25][CH2:26][CH2:27][C:28]([OH:30])=[O:29])=[CH:20][CH:19]=2)[C:11]2[CH:16]=[CH:15][CH:14]=[CH:13][C:12]=2[CH3:17])[CH:5]=[CH:4][N:3]=1.Cl.[NH2:33][OH:34].C([O-])(O)=O.[Na+].